Task: Predict which catalyst facilitates the given reaction.. Dataset: Catalyst prediction with 721,799 reactions and 888 catalyst types from USPTO Reactant: [OH:1][C@H:2]1[CH2:6][N:5]([C:7]([O:9][C:10]([CH3:13])([CH3:12])[CH3:11])=[O:8])[C@H:4]([C:14]([O:16]C)=[O:15])[CH2:3]1.[Li+].[OH-].CO. Product: [C:10]([O:9][C:7]([N:5]1[CH2:6][C@H:2]([OH:1])[CH2:3][C@H:4]1[C:14]([OH:16])=[O:15])=[O:8])([CH3:13])([CH3:11])[CH3:12]. The catalyst class is: 6.